From a dataset of Peptide-MHC class I binding affinity with 185,985 pairs from IEDB/IMGT. Regression. Given a peptide amino acid sequence and an MHC pseudo amino acid sequence, predict their binding affinity value. This is MHC class I binding data. (1) The peptide sequence is IQYPLWWGH. The MHC is HLA-A03:01 with pseudo-sequence HLA-A03:01. The binding affinity (normalized) is 0.0847. (2) The peptide sequence is FALSLIATI. The MHC is H-2-Db with pseudo-sequence H-2-Db. The binding affinity (normalized) is 0.769. (3) The peptide sequence is TLRFKTKAL. The MHC is HLA-B57:01 with pseudo-sequence HLA-B57:01. The binding affinity (normalized) is 0.213. (4) The peptide sequence is VALFSSCPVAY. The MHC is HLA-A03:01 with pseudo-sequence HLA-A03:01. The binding affinity (normalized) is 0.0847. (5) The peptide sequence is KEKGGLEGM. The MHC is HLA-A02:06 with pseudo-sequence HLA-A02:06. The binding affinity (normalized) is 0. (6) The peptide sequence is TLGNKHTLI. The MHC is H-2-Dd with pseudo-sequence H-2-Dd. The binding affinity (normalized) is 0.300. (7) The peptide sequence is YMLFTKFFY. The MHC is HLA-A26:01 with pseudo-sequence HLA-A26:01. The binding affinity (normalized) is 0.350.